This data is from Full USPTO retrosynthesis dataset with 1.9M reactions from patents (1976-2016). The task is: Predict the reactants needed to synthesize the given product. Given the product [CH3:27][NH:26][CH2:25][C:9]1[CH:8]=[C:7]([C:1]2[CH:6]=[CH:5][CH:4]=[CH:3][CH:2]=2)[N:11]([S:12]([C:15]2[CH:16]=[C:17]([C:21]([OH:23])([CH3:24])[CH3:22])[CH:18]=[CH:19][CH:20]=2)(=[O:14])=[O:13])[CH:10]=1, predict the reactants needed to synthesize it. The reactants are: [C:1]1([C:7]2[N:11]([S:12]([C:15]3[CH:20]=[CH:19][CH:18]=[C:17]([C:21]([CH3:24])([OH:23])[CH3:22])[CH:16]=3)(=[O:14])=[O:13])[CH:10]=[C:9]([CH2:25][NH:26][C:27](=O)OC(C)(C)C)[CH:8]=2)[CH:6]=[CH:5][CH:4]=[CH:3][CH:2]=1.C(OCC)(=O)C.Cl.